This data is from Forward reaction prediction with 1.9M reactions from USPTO patents (1976-2016). The task is: Predict the product of the given reaction. (1) Given the reactants [CH3:1][C:2]1[O:6][N:5]=[C:4]([C:7]2[CH:12]=[CH:11][CH:10]=[CH:9][CH:8]=2)[C:3]=1[CH2:13][O:14][C:15]1[CH:23]=[CH:22][C:18]([C:19]([OH:21])=O)=[CH:17][N:16]=1.[CH3:24][N:25]1[CH:29]=[CH:28][C:27]([NH2:30])=[N:26]1, predict the reaction product. The product is: [CH3:1][C:2]1[O:6][N:5]=[C:4]([C:7]2[CH:8]=[CH:9][CH:10]=[CH:11][CH:12]=2)[C:3]=1[CH2:13][O:14][C:15]1[CH:23]=[CH:22][C:18]([C:19]([NH:30][C:27]2[CH:28]=[CH:29][N:25]([CH3:24])[N:26]=2)=[O:21])=[CH:17][N:16]=1. (2) Given the reactants [Si:1]([O:18][CH2:19][CH:20]1[CH2:23][NH:22][CH2:21]1)([C:14]([CH3:17])([CH3:16])[CH3:15])([C:8]1[CH:13]=[CH:12][CH:11]=[CH:10][CH:9]=1)[C:2]1[CH:7]=[CH:6][CH:5]=[CH:4][CH:3]=1.[O:24]1[CH2:26][C@H:25]1[C:27]([O:29][CH3:30])=[O:28], predict the reaction product. The product is: [Si:1]([O:18][CH2:19][CH:20]1[CH2:23][N:22]([CH2:26][C@H:25]([OH:24])[C:27]([O:29][CH3:30])=[O:28])[CH2:21]1)([C:14]([CH3:17])([CH3:15])[CH3:16])([C:2]1[CH:3]=[CH:4][CH:5]=[CH:6][CH:7]=1)[C:8]1[CH:13]=[CH:12][CH:11]=[CH:10][CH:9]=1. (3) Given the reactants [F:1][C:2]1[CH:3]=[CH:4][C:5]([N+:9]([O-:11])=[O:10])=[C:6]([OH:8])[CH:7]=1.C(=O)([O-])[O-].[K+].[K+].[Br:18][CH2:19][CH2:20]Br, predict the reaction product. The product is: [Br:18][CH2:19][CH2:20][O:8][C:6]1[CH:7]=[C:2]([F:1])[CH:3]=[CH:4][C:5]=1[N+:9]([O-:11])=[O:10].